This data is from Full USPTO retrosynthesis dataset with 1.9M reactions from patents (1976-2016). The task is: Predict the reactants needed to synthesize the given product. Given the product [N+:1]([C:4]1[C:5]([N:10]2[CH2:15][CH2:14][C:13](=[CH:16][C:17]3[O:18][C:19]4[CH:25]=[CH:24][C:23]([Cl:32])=[CH:22][C:20]=4[CH:21]=3)[CH2:12][CH2:11]2)=[N:6][CH:7]=[CH:8][CH:9]=1)([O-:3])=[O:2], predict the reactants needed to synthesize it. The reactants are: [N+:1]([C:4]1[C:5]([N:10]2[CH2:15][CH2:14][C:13](=[CH:16][C:17]3[O:18][C:19]4[CH:25]=[CH:24][C:23](C5C=CC=CC=5)=[CH:22][C:20]=4[CH:21]=3)[CH2:12][CH2:11]2)=[N:6][CH:7]=[CH:8][CH:9]=1)([O-:3])=[O:2].[Cl:32]C1C=CC(O)=C(I)C=1.